Dataset: Forward reaction prediction with 1.9M reactions from USPTO patents (1976-2016). Task: Predict the product of the given reaction. The product is: [Cl:1][C:2]1[N:3]=[N:4][C:5]([C:13]2[CH:12]=[N:11][N:10]([CH3:9])[CH:14]=2)=[CH:6][CH:7]=1. Given the reactants [Cl:1][C:2]1[N:3]=[N:4][C:5](Cl)=[CH:6][CH:7]=1.[CH3:9][N:10]1[CH:14]=[C:13](B2OC(C)(C)C(C)(C)O2)[CH:12]=[N:11]1.C(=O)([O-])[O-].[K+].[K+], predict the reaction product.